From a dataset of CYP3A4 inhibition data for predicting drug metabolism from PubChem BioAssay. Regression/Classification. Given a drug SMILES string, predict its absorption, distribution, metabolism, or excretion properties. Task type varies by dataset: regression for continuous measurements (e.g., permeability, clearance, half-life) or binary classification for categorical outcomes (e.g., BBB penetration, CYP inhibition). Dataset: cyp3a4_veith. The drug is O=C(O)Cn1ccnc1[N+](=O)[O-]. The result is 0 (non-inhibitor).